The task is: Regression. Given a peptide amino acid sequence and an MHC pseudo amino acid sequence, predict their binding affinity value. This is MHC class I binding data.. This data is from Peptide-MHC class I binding affinity with 185,985 pairs from IEDB/IMGT. (1) The peptide sequence is MTTEDMLAV. The MHC is HLA-A26:01 with pseudo-sequence HLA-A26:01. The binding affinity (normalized) is 0.405. (2) The peptide sequence is LSRMRASM. The MHC is H-2-Db with pseudo-sequence H-2-Db. The binding affinity (normalized) is 0. (3) The peptide sequence is GRKTPLLCF. The MHC is HLA-B40:01 with pseudo-sequence HLA-B40:01. The binding affinity (normalized) is 0.0847. (4) The MHC is HLA-A31:01 with pseudo-sequence HLA-A31:01. The peptide sequence is EEKAFSPEV. The binding affinity (normalized) is 0. (5) The peptide sequence is PLSKVHGLDV. The MHC is HLA-A02:01 with pseudo-sequence HLA-A02:01. The binding affinity (normalized) is 0.0257. (6) The peptide sequence is LEITDVTTL. The MHC is HLA-B40:01 with pseudo-sequence HLA-B40:01. The binding affinity (normalized) is 0.552. (7) The peptide sequence is EGVYRIMQR. The MHC is HLA-A68:01 with pseudo-sequence HLA-A68:01. The binding affinity (normalized) is 0.503.